From a dataset of Catalyst prediction with 721,799 reactions and 888 catalyst types from USPTO. Predict which catalyst facilitates the given reaction. (1) Reactant: C([C@@H]1COC(=O)N1[C:14](=[O:79])[C@@H:15]([CH3:78])[CH2:16][C@H:17]([CH3:77])[C@@H:18]([O:67][CH2:68][C:69]1[CH:74]=[CH:73][C:72]([O:75][CH3:76])=[CH:71][CH:70]=1)[C@@H:19]([CH3:66])[CH:20]=[CH:21][C@@H:22]([O:58][Si:59]([C:62]([CH3:65])([CH3:64])[CH3:63])([CH3:61])[CH3:60])[CH2:23][C@H:24]([O:50][Si:51]([C:54]([CH3:57])([CH3:56])[CH3:55])([CH3:53])[CH3:52])[C@H:25]([CH3:49])[CH:26]=[CH:27][CH2:28][O:29][C:30]([C:43]1[CH:48]=[CH:47][CH:46]=[CH:45][CH:44]=1)([C:37]1[CH:42]=[CH:41][CH:40]=[CH:39][CH:38]=1)[C:31]1[CH:36]=[CH:35][CH:34]=[CH:33][CH:32]=1)C1C=CC=CC=1.CO.[Li+].[BH4-].C(C(C(C([O-])=O)O)O)([O-])=O.[K+].[Na+]. Product: [C:62]([Si:59]([CH3:60])([CH3:61])[O:58][C@@H:22]([CH2:23][C@H:24]([O:50][Si:51]([C:54]([CH3:55])([CH3:56])[CH3:57])([CH3:52])[CH3:53])[C@H:25]([CH3:49])[CH:26]=[CH:27][CH2:28][O:29][C:30]([C:31]1[CH:32]=[CH:33][CH:34]=[CH:35][CH:36]=1)([C:43]1[CH:48]=[CH:47][CH:46]=[CH:45][CH:44]=1)[C:37]1[CH:42]=[CH:41][CH:40]=[CH:39][CH:38]=1)[CH:21]=[CH:20][C@H:19]([CH3:66])[C@H:18]([O:67][CH2:68][C:69]1[CH:70]=[CH:71][C:72]([O:75][CH3:76])=[CH:73][CH:74]=1)[C@@H:17]([CH3:77])[CH2:16][C@H:15]([CH3:78])[CH2:14][OH:79])([CH3:64])([CH3:65])[CH3:63]. The catalyst class is: 1. (2) Reactant: [Cl:1][C:2]1[N:3]=[C:4](Cl)[C:5]2[CH:10]=[CH:9][S:8][C:6]=2[N:7]=1.CO.[NH:14]1[CH2:19][CH2:18][O:17][CH2:16][CH2:15]1. Product: [Cl:1][C:2]1[N:3]=[C:4]([N:14]2[CH2:19][CH2:18][O:17][CH2:16][CH2:15]2)[C:5]2[CH:10]=[CH:9][S:8][C:6]=2[N:7]=1. The catalyst class is: 643. (3) Reactant: [C@H:1]12[CH2:7][C@H:4]([NH:5][CH2:6]1)[CH2:3][N:2]2[C:8]([O:10][C:11]([CH3:14])([CH3:13])[CH3:12])=[O:9].C=O.[C:17](O)(=O)C.C(O[BH-](OC(=O)C)OC(=O)C)(=O)C.[Na+]. Product: [CH3:17][N:5]1[CH2:6][C@@H:1]2[CH2:7][C@H:4]1[CH2:3][N:2]2[C:8]([O:10][C:11]([CH3:14])([CH3:13])[CH3:12])=[O:9]. The catalyst class is: 5. (4) Product: [O:8]=[C:9]1[C:14]([C:21]2[CH:22]=[CH:23][CH:24]=[CH:25][CH:26]=2)([C:15]2[CH:20]=[CH:19][CH:18]=[CH:17][CH:16]=2)[CH2:13][CH2:12][CH2:11][N:10]1[CH2:27][C:28]([N:30]([CH:41]1[CH2:42][CH2:43][NH:44][CH2:45][CH2:46]1)[C:31]1[CH:32]=[CH:33][C:34]([C:37]([F:38])([F:39])[F:40])=[CH:35][CH:36]=1)=[O:29]. Reactant: FC(F)(F)C(O)=O.[O:8]=[C:9]1[C:14]([C:21]2[CH:26]=[CH:25][CH:24]=[CH:23][CH:22]=2)([C:15]2[CH:20]=[CH:19][CH:18]=[CH:17][CH:16]=2)[CH2:13][CH2:12][CH2:11][N:10]1[CH2:27][C:28]([N:30]([CH:41]1[CH2:46][CH2:45][N:44](C(OC(C)(C)C)=O)[CH2:43][CH2:42]1)[C:31]1[CH:36]=[CH:35][C:34]([C:37]([F:40])([F:39])[F:38])=[CH:33][CH:32]=1)=[O:29]. The catalyst class is: 2. (5) Reactant: [Br:1][C:2]1[CH:3]=[C:4]([CH:12]=[CH:13][CH:14]=1)[O:5][CH2:6][CH2:7][CH2:8][C:9]([OH:11])=O. Product: [Br:1][C:2]1[CH:14]=[CH:13][C:12]2[C:9](=[O:11])[CH2:8][CH2:7][CH2:6][O:5][C:4]=2[CH:3]=1. The catalyst class is: 6.